From a dataset of Forward reaction prediction with 1.9M reactions from USPTO patents (1976-2016). Predict the product of the given reaction. (1) The product is: [N+:16]([C:19]1[CH:24]=[CH:23][CH:22]=[CH:21][C:20]=1[O:25][CH2:2][C:3]([O:5][C:6]([CH3:9])([CH3:8])[CH3:7])=[O:4])([O-:18])=[O:17]. Given the reactants Br[CH2:2][C:3]([O:5][C:6]([CH3:9])([CH3:8])[CH3:7])=[O:4].C(=O)([O-])[O-].[Cs+].[Cs+].[N+:16]([C:19]1[CH:24]=[CH:23][CH:22]=[CH:21][C:20]=1[OH:25])([O-:18])=[O:17].O, predict the reaction product. (2) Given the reactants [CH2:1]([N:5]1[C:13]2[N:12]=[C:11]([Cl:14])[N:10](CC=C)[C:9]=2[C:8](=[O:18])[NH:7][C:6]1=[O:19])[CH2:2][CH2:3][CH3:4].[C:20]1([CH2:26][C:27]2[N:31]=[C:30]([S:32][CH2:33][CH2:34]O)[O:29][N:28]=2)[CH:25]=[CH:24][CH:23]=[CH:22][CH:21]=1.N(C(OCC1C=CC=CC=1)=O)=NC(OCC1C=CC=CC=1)=O.C1(P(C2C=CC=CC=2)C2C=CC=CC=2)C=CC=CC=1.N1CCOCC1, predict the reaction product. The product is: [CH2:1]([N:5]1[C:13]2[N:12]=[C:11]([Cl:14])[NH:10][C:9]=2[C:8](=[O:18])[N:7]([CH2:34][CH2:33][S:32][C:30]2[O:29][N:28]=[C:27]([CH2:26][C:20]3[CH:25]=[CH:24][CH:23]=[CH:22][CH:21]=3)[N:31]=2)[C:6]1=[O:19])[CH2:2][CH2:3][CH3:4]. (3) Given the reactants [Br:1][C:2]1[C:10]2[C:9](Cl)=[N:8][CH:7]=[N:6][C:5]=2[S:4][C:3]=1[C:12]1[CH:17]=[CH:16][C:15]([F:18])=[CH:14][CH:13]=1.[OH:19][C@H:20]([CH2:26][C:27]1[CH:32]=[CH:31][CH:30]=[CH:29][C:28]=1[O:33][CH2:34][C@H:35]1[CH2:39][CH2:38][CH2:37][O:36]1)[C:21]([O:23][CH2:24][CH3:25])=[O:22].C([O-])([O-])=O.[Cs+].[Cs+].Cl, predict the reaction product. The product is: [Br:1][C:2]1[C:10]2[C:9]([O:19][C@H:20]([CH2:26][C:27]3[CH:32]=[CH:31][CH:30]=[CH:29][C:28]=3[O:33][CH2:34][C@H:35]3[CH2:39][CH2:38][CH2:37][O:36]3)[C:21]([O:23][CH2:24][CH3:25])=[O:22])=[N:8][CH:7]=[N:6][C:5]=2[S:4][C:3]=1[C:12]1[CH:17]=[CH:16][C:15]([F:18])=[CH:14][CH:13]=1. (4) Given the reactants [NH2:1][C:2]1[N:10]=[CH:9][N:8]=[C:7]2[C:3]=1[N:4]=[CH:5][N:6]2[C@H:11]1[C@@H:15]2[O:16]C(C)(C)[O:18][C@@H:14]2[C@@H:13]([CH2:21][N:22]([CH:40]2[CH2:43][CH2:42][CH2:41]2)[CH2:23][CH2:24][CH2:25][NH:26][C:27]([NH:29][C:30]2[CH:35]=[CH:34][C:33]([C:36]([CH3:39])([CH3:38])[CH3:37])=[CH:32][CH:31]=2)=[O:28])[O:12]1, predict the reaction product. The product is: [NH2:1][C:2]1[N:10]=[CH:9][N:8]=[C:7]2[C:3]=1[N:4]=[CH:5][N:6]2[C@@H:11]1[O:12][C@H:13]([CH2:21][N:22]([CH:40]2[CH2:41][CH2:42][CH2:43]2)[CH2:23][CH2:24][CH2:25][NH:26][C:27]([NH:29][C:30]2[CH:35]=[CH:34][C:33]([C:36]([CH3:39])([CH3:38])[CH3:37])=[CH:32][CH:31]=2)=[O:28])[C@@H:14]([OH:18])[C@H:15]1[OH:16]. (5) Given the reactants C([O:4][CH:5](OC(=O)C)[C:6]1[CH:11]=[CH:10][C:9]([S:12]([N:15]2[CH2:20][CH2:19][O:18][CH2:17][CH2:16]2)(=[O:14])=[O:13])=[CH:8][CH:7]=1)(=O)C.C(=O)([O-])[O-].[Na+].[Na+], predict the reaction product. The product is: [N:15]1([S:12]([C:9]2[CH:8]=[CH:7][C:6]([CH:5]=[O:4])=[CH:11][CH:10]=2)(=[O:14])=[O:13])[CH2:16][CH2:17][O:18][CH2:19][CH2:20]1.